This data is from Antibody developability classification from SAbDab with 2,409 antibodies. The task is: Regression/Classification. Given an antibody's heavy chain and light chain sequences, predict its developability. TAP uses regression for 5 developability metrics; SAbDab uses binary classification. (1) The antibody is ['EVQLQQSGAELVEPGASVKLSCTGSGFNIKVYYVHWLKQLTEQGLEWIGRIDPENGETIYTPKFQDKATLTVDTSSNTAYLQLSSLTSEDAAVYYCVSSGYWGQGTTLTVSS', 'DIVMTQSAFSNPVTLGTSASISCRSSKSLLHRNGITYLYWYLQKPGQPPQLLIYQMSNLASGVPDRFTSSGSGTDFTLKISRVEAEDVGVYYCAQNLELWTFGGGTKLEIK']. Result: 0 (not developable). (2) The antibody is ['QVQLQESGGGLVQPGGSMKLSCVASGFTFSNYWMNWVRQSPEKGLEWVAEIRLKSNNYATHYAESVKGRFTISRDDSKSSVYLQMNNLRAEDTGIYYCTGVGQFAYWGQGTTVTVSS', 'PROT_4F140F4E']. Result: 0 (not developable). (3) The antibody is ['QVQVVQSGAEVRKPGASVKVSCKVSGFTLTGLSIHWVRQAPGKGLEWMGGFGPEENEIIYAQKFQGRVSMTEDTSTNTAYMELSSLRSEDTAVYYCATGGNYYNLWTGYYPLAYWGQGTLVTVSS', 'QSVLTQPPSVSAAPGQKVTISCSGSSSNIGKNYVSWYQQLPGAAPKLLIFDDTQRPSGIPDRFSGSKSGTSATLAITGLQTGDEADYYCGTWDSSLSTGQLFGGGTKLTVL']. Result: 0 (not developable). (4) The antibody is ['QVQLEESGPGLVKPSETLSLTCSVSGVSVTSDIYYWTWIRQPPGKGLEWIGYIFYNGDTNYNPSLKSRVTMSIDTSKNEFSLRLTSVTAADTAVYFCARGTEDLGYCSSGSCPNHWGQGTLVTVSS', 'DIVMTQSPSSLSASIGDRVTITCRPSQNIRSFLNWFQHKPGKAPKLLIYAASNLQSGVPSRFSGSGSGTEFTLTIRSLQPEDFATYYCQQSYNTPPTFGQGTKVEIK']. Result: 1 (developable). (5) Result: 1 (developable). The antibody is ['EVQLVESGGGLVQPGGSLRLSCAASGFNLYSSSIHWVRQAPGKGLEWVAYISSSYGYTYYADSVKGRFTISADTSKNTAYLQMNSLRAEDTAVYYCARRAAGMSTYGFDYWGQGTLVTVSS', 'DIQMTQSPSSLSASVGDRVTITCRASQSVSSAVAWYQQKPGKAPKLLIYSASSLYSGVPSRFSGSRSGTDFTLTISSLQPEDFATYYCQQSYSSPITFGQGTKVEIK']. (6) The antibody is ['3ze0', 'PROT_98C4C262']. Result: 0 (not developable).